Dataset: Reaction yield outcomes from USPTO patents with 853,638 reactions. Task: Predict the reaction yield, written as a fraction of the theoretical maximum amount of product (1.0 means a 100% yield; for example, 0.34 means a 34% yield). The reactants are C([Li])(C)(C)C.Br[C:7]1[N:12]=[C:11]([CH3:13])[C:10]([O:14][CH3:15])=[C:9]([CH3:16])[CH:8]=1.[Br:17][C:18]1[CH:19]=[C:20](/[C:24](/[C:32]2[CH:37]=[CH:36][CH:35]=[C:34]([F:38])[C:33]=2[C:39]#[N:40])=[N:25]\S(C(C)(C)C)=O)[CH:21]=[CH:22][CH:23]=1.Cl.CO. The catalyst is C1COCC1. The product is [Br:17][C:18]1[CH:19]=[C:20]([C:24]2([C:7]3[CH:8]=[C:9]([CH3:16])[C:10]([O:14][CH3:15])=[C:11]([CH3:13])[N:12]=3)[C:32]3[C:33](=[C:34]([F:38])[CH:35]=[CH:36][CH:37]=3)[C:39]([NH2:40])=[N:25]2)[CH:21]=[CH:22][CH:23]=1. The yield is 0.840.